This data is from Forward reaction prediction with 1.9M reactions from USPTO patents (1976-2016). The task is: Predict the product of the given reaction. (1) Given the reactants [C:1]([N:8]1[CH2:13][CH2:12][CH2:11][C:10](=[O:14])[CH2:9]1)([O:3][C:4]([CH3:7])([CH3:6])[CH3:5])=[O:2].[CH3:15][O:16][C:17]1[CH:18]=[C:19]([Mg]Br)[CH:20]=[C:21]([O:23][CH3:24])[CH:22]=1, predict the reaction product. The product is: [C:4]([O:3][C:1]([N:8]1[CH2:13][CH2:12][CH2:11][C:10]([C:19]2[CH:18]=[C:17]([O:16][CH3:15])[CH:22]=[C:21]([O:23][CH3:24])[CH:20]=2)([OH:14])[CH2:9]1)=[O:2])([CH3:7])([CH3:6])[CH3:5]. (2) Given the reactants [N:1]1[N:5]2[C:9](=[O:10])[C:4]3[N:5]([N:1]=[CH:2][CH:3]=3)[C:9](=[O:10])[C:4]2=[CH:3][CH:2]=1.[Cl:15][C:16]1[CH:17]=[C:18]([CH:20]=[CH:21][C:22]=1[F:23])[NH2:19], predict the reaction product. The product is: [Cl:15][C:16]1[CH:17]=[C:18]([NH:19][C:9]([C:4]2[CH:3]=[CH:2][NH:1][N:5]=2)=[O:10])[CH:20]=[CH:21][C:22]=1[F:23]. (3) Given the reactants [NH2:1][C:2]1[CH:3]=[CH:4][CH:5]=[C:6]2[C:10]=1[C:9](=[O:11])[N:8]([C@@H:12]([C:18]1[CH:23]=[CH:22][C:21]([O:24]C)=[C:20]([O:26][CH2:27][CH3:28])[CH:19]=1)[CH2:13][S:14]([CH3:17])(=[O:16])=[O:15])[CH2:7]2.[Si](I)(C)(C)C.[S-2].[Na+].[Na+], predict the reaction product. The product is: [NH2:1][C:2]1[CH:3]=[CH:4][CH:5]=[C:6]2[C:10]=1[C:9](=[O:11])[N:8]([C@@H:12]([C:18]1[CH:23]=[CH:22][C:21]([OH:24])=[C:20]([O:26][CH2:27][CH3:28])[CH:19]=1)[CH2:13][S:14]([CH3:17])(=[O:16])=[O:15])[CH2:7]2. (4) Given the reactants Cl.[Cl-].[Ca+2].[Cl-].[S:5]([OH:9])(=[O:8])(=[O:7])[CH3:6].[C:10]([C:12]1[CH:17]=[CH:16][C:15]([NH:18][CH2:19][C:20]2[N:24]([CH3:25])[C:23]3[CH:26]=[CH:27][C:28]([C:30]([N:32]([CH2:39][CH2:40][C:41]([O:43][CH2:44][CH3:45])=[O:42])[C:33]4[CH:38]=[CH:37][CH:36]=[CH:35][N:34]=4)=[O:31])=[CH:29][C:22]=3[N:21]=2)=[CH:14][CH:13]=1)#[N:11].C(=O)([O-])[O-].[NH4+:50].[NH4+].N, predict the reaction product. The product is: [S:5]([OH:9])(=[O:8])(=[O:7])[CH3:6].[C:10]([C:12]1[CH:17]=[CH:16][C:15]([NH:18][CH2:19][C:20]2[N:24]([CH3:25])[C:23]3[CH:26]=[CH:27][C:28]([C:30]([N:32]([CH2:39][CH2:40][C:41]([O:43][CH2:44][CH3:45])=[O:42])[C:33]4[CH:38]=[CH:37][CH:36]=[CH:35][N:34]=4)=[O:31])=[CH:29][C:22]=3[N:21]=2)=[CH:14][CH:13]=1)(=[NH:50])[NH2:11]. (5) Given the reactants [CH3:1][C:2]1([CH3:36])[CH2:7][NH:6][CH2:5][CH2:4][N:3]1[CH2:8][C:9]1[N:10]([CH3:35])[C:11]2[C:16]([N:17]=1)=[C:15]([N:18]1[CH2:23][CH2:22][O:21][CH2:20][CH2:19]1)[N:14]=[C:13]([N:24]1[C:28]3[CH:29]=[CH:30][CH:31]=[CH:32][C:27]=3[N:26]=[C:25]1[CH2:33][CH3:34])[N:12]=2.Cl[CH2:38][C:39]([NH2:41])=[O:40].CCN(CC)CC, predict the reaction product. The product is: [CH2:33]([C:25]1[N:24]([C:13]2[N:12]=[C:11]3[C:16]([N:17]=[C:9]([CH2:8][N:3]4[CH2:4][CH2:5][N:6]([CH2:38][C:39]([NH2:41])=[O:40])[CH2:7][C:2]4([CH3:1])[CH3:36])[N:10]3[CH3:35])=[C:15]([N:18]3[CH2:23][CH2:22][O:21][CH2:20][CH2:19]3)[N:14]=2)[C:28]2[CH:29]=[CH:30][CH:31]=[CH:32][C:27]=2[N:26]=1)[CH3:34]. (6) Given the reactants [C:1]([NH:4][C:5]1[CH:10]=[CH:9][CH:8]=[CH:7][C:6]=1OS(C1C=CC(C)=CC=1)(=O)=O)(=[O:3])[CH3:2].[CH2:22]([N:24]([CH2:28][CH3:29])[CH2:25][C:26]#[CH:27])[CH3:23], predict the reaction product. The product is: [CH2:22]([N:24]([CH2:28][CH3:29])[CH2:25][C:26]#[C:27][C:6]1[CH:7]=[CH:8][CH:9]=[CH:10][C:5]=1[NH:4][C:1](=[O:3])[CH3:2])[CH3:23]. (7) Given the reactants F[C:2]1[CH:30]=[CH:29][CH:28]=[C:27](F)[C:3]=1[CH2:4][N:5]1[C:10](=[O:11])[CH:9]=[CH:8][C:7]([CH2:12][C:13]2[C:21]3[C:16](=[CH:17]C=[CH:19][CH:20]=3)[N:15]([CH2:22][C:23]([OH:25])=[O:24])[C:14]=2[CH3:26])=[CH:6]1.COC1N=[CH:38][C:37]([C:40]2C3C(=CC=CC=3)N(CC(OC(C)(C)C)=O)C=2C)=[CH:36]C=1.[I-].[Na+].C(Br)C1C=CC=CC=1, predict the reaction product. The product is: [CH2:4]([N:5]1[C:10](=[O:11])[CH:9]=[CH:8][C:7]([C:12]2[C:13]3[C:14](=[CH:26][CH:19]=[CH:20][CH:21]=3)[N:15]([CH2:22][C:23]([O:25][C:37]([CH3:40])([CH3:38])[CH3:36])=[O:24])[C:16]=2[CH3:17])=[CH:6]1)[C:3]1[CH:27]=[CH:28][CH:29]=[CH:30][CH:2]=1. (8) Given the reactants Br[C:2]1[C:11]2[C:6](=[CH:7][CH:8]=[C:9]([Cl:12])[CH:10]=2)[CH:5]=[CH:4][C:3]=1[CH3:13].C([Li])CCC.CN(C)[CH:21]=[O:22], predict the reaction product. The product is: [Cl:12][C:9]1[CH:10]=[C:11]2[C:6]([CH:5]=[CH:4][C:3]([CH3:13])=[C:2]2[CH:21]=[O:22])=[CH:7][CH:8]=1. (9) Given the reactants COC1C=CC(C[N:8]2[C:17]3[C:12](=[CH:13][C:14]([CH:18]4[CH2:20][CH:19]4[C:21]4[O:22][C:23]([NH:26][C:27]5[CH:32]=[CH:31][C:30]([C:33]([F:36])([F:35])[F:34])=[CH:29][CH:28]=5)=[N:24][N:25]=4)=[CH:15][CH:16]=3)[CH:11]=[CH:10][C:9]2=[O:37])=CC=1.C(O)(C(F)(F)F)=O, predict the reaction product. The product is: [F:35][C:33]([F:34])([F:36])[C:30]1[CH:31]=[CH:32][C:27]([NH:26][C:23]2[O:22][C:21]([C@@H:19]3[CH2:20][C@H:18]3[C:14]3[CH:13]=[C:12]4[C:17](=[CH:16][CH:15]=3)[NH:8][C:9](=[O:37])[CH:10]=[CH:11]4)=[N:25][N:24]=2)=[CH:28][CH:29]=1. (10) Given the reactants [CH2:1]([O:8][C:9](=[O:31])[NH:10][C@@H:11]1[C:14](=[O:15])[N:13]([CH2:16][C:17]2[CH:22]=[CH:21][C:20]([O:23][CH3:24])=[CH:19][C:18]=2[O:25][CH3:26])[C@@H:12]1/[CH:27]=[CH:28]/[O:29]C)[C:2]1[CH:7]=[CH:6][CH:5]=[CH:4][CH:3]=1.[H-].[Na+].[CH3:34][O:35][C:36]1[CH:43]=[CH:42][C:39]([CH2:40]Cl)=[CH:38][CH:37]=1, predict the reaction product. The product is: [CH2:1]([O:8][C:9](=[O:31])[N:10]([C@H:11]1[C@@H:12]([CH2:27][CH:28]=[O:29])[N:13]([CH2:16][C:17]2[CH:22]=[CH:21][C:20]([O:23][CH3:24])=[CH:19][C:18]=2[O:25][CH3:26])[C:14]1=[O:15])[CH2:40][C:39]1[CH:42]=[CH:43][C:36]([O:35][CH3:34])=[CH:37][CH:38]=1)[C:2]1[CH:7]=[CH:6][CH:5]=[CH:4][CH:3]=1.